From a dataset of Peptide-MHC class I binding affinity with 185,985 pairs from IEDB/IMGT. Regression. Given a peptide amino acid sequence and an MHC pseudo amino acid sequence, predict their binding affinity value. This is MHC class I binding data. The peptide sequence is LALLAAFKV. The MHC is H-2-Db with pseudo-sequence H-2-Db. The binding affinity (normalized) is 0.